This data is from Full USPTO retrosynthesis dataset with 1.9M reactions from patents (1976-2016). The task is: Predict the reactants needed to synthesize the given product. The reactants are: [Br:1][C:2]1[CH:7]=[CH:6][C:5](B2OC(C)(C)C(C)(C)O2)=[CH:4][C:3]=1[C:17]([F:20])([F:19])[F:18].CC(OC)(C)C.[C:27]1(=[O:32])[CH2:31][CH2:30][CH:29]=[CH:28]1. Given the product [Br:1][C:2]1[CH:7]=[CH:6][C:5]([C@@H:29]2[CH2:30][CH2:31][C:27](=[O:32])[CH2:28]2)=[CH:4][C:3]=1[C:17]([F:18])([F:19])[F:20], predict the reactants needed to synthesize it.